Dataset: Reaction yield outcomes from USPTO patents with 853,638 reactions. Task: Predict the reaction yield, written as a fraction of the theoretical maximum amount of product (1.0 means a 100% yield; for example, 0.34 means a 34% yield). (1) The reactants are [N:1]([CH:4]([CH3:28])[CH2:5][O:6][C:7]1[C:8]([CH3:27])=[C:9]2[N:14]([CH:15]=1)[N:13]=[CH:12][N:11]=[C:10]2[O:16][C:17]1[C:18]([F:26])=[C:19]2[CH:25]=[CH:24][NH:23][C:20]2=[N:21][CH:22]=1)=[N+]=[N-].[H][H]. The catalyst is C(OCC)(=O)C.[Pd]. The product is [F:26][C:18]1[C:17]([O:16][C:10]2[C:9]3=[C:8]([CH3:27])[C:7]([O:6][CH2:5][C@H:4]([NH2:1])[CH3:28])=[CH:15][N:14]3[N:13]=[CH:12][N:11]=2)=[CH:22][N:21]=[C:20]2[NH:23][CH:24]=[CH:25][C:19]=12. The yield is 0.540. (2) The reactants are [C:1]([O:5][C:6](=[O:51])[CH2:7][CH:8]1[CH2:13][CH:12]([CH2:14][CH2:15][C:16]2[N:17]([CH:46]([CH3:48])[CH3:47])[C:18]([C:34](=[O:45])[NH:35][CH2:36][C:37]3[CH:42]=[CH:41][C:40]([CH2:43][OH:44])=[CH:39][CH:38]=3)=[C:19]([C:28]3[CH:33]=[CH:32][CH:31]=[CH:30][CH:29]=3)[C:20]=2[C:21]2[CH:26]=[CH:25][C:24]([F:27])=[CH:23][CH:22]=2)[O:11]C(C)(C)[O:9]1)([CH3:4])([CH3:3])[CH3:2].CO.O.Cl. The catalyst is C(Cl)Cl.C([O-])(O)=O.[Na+]. The product is [C:1]([O:5][C:6](=[O:51])[CH2:7][CH:8]([OH:9])[CH2:13][CH:12]([OH:11])[CH2:14][CH2:15][C:16]1[N:17]([CH:46]([CH3:47])[CH3:48])[C:18]([C:34](=[O:45])[NH:35][CH2:36][C:37]2[CH:38]=[CH:39][C:40]([CH2:43][OH:44])=[CH:41][CH:42]=2)=[C:19]([C:28]2[CH:33]=[CH:32][CH:31]=[CH:30][CH:29]=2)[C:20]=1[C:21]1[CH:26]=[CH:25][C:24]([F:27])=[CH:23][CH:22]=1)([CH3:2])([CH3:4])[CH3:3]. The yield is 0.570.